This data is from Forward reaction prediction with 1.9M reactions from USPTO patents (1976-2016). The task is: Predict the product of the given reaction. (1) Given the reactants [NH2:1][C@@H:2]([CH3:17])[C@@H:3]([C:5]1[CH:6]=[CH:7][C:8]([OH:16])=[C:9]([NH:11][S:12]([CH3:15])(=[O:14])=[O:13])[CH:10]=1)[OH:4].[F:18][C:19]([F:33])([F:32])[C:20]1[CH:21]=[C:22]([CH:25]=[C:26]([C:28]([F:31])([F:30])[F:29])[CH:27]=1)[CH:23]=O.O, predict the reaction product. The product is: [F:18][C:19]([F:32])([F:33])[C:20]1[CH:21]=[C:22]([CH:25]=[C:26]([C:28]([F:31])([F:29])[F:30])[CH:27]=1)[CH2:23][NH:1][C@@H:2]([CH3:17])[C@@H:3]([C:5]1[CH:6]=[CH:7][C:8]([OH:16])=[C:9]([NH:11][S:12]([CH3:15])(=[O:14])=[O:13])[CH:10]=1)[OH:4]. (2) Given the reactants CO[C:3]([C@@H:5]1[CH2:9][C@H:8]([O:10][C:11](=[O:21])[C:12]2[CH:17]=[CH:16][C:15]([N+:18]([O-:20])=[O:19])=[CH:14][CH:13]=2)[CH2:7][C@H:6]1[C:22]([OH:24])=[O:23])=[O:4].[CH3:25][NH:26][CH2:27][CH2:28][CH2:29][CH2:30][CH:31]=[CH2:32].[CH2:33](OC(N1C2C(=CC=CC=2)C=CC1OCC)=O)C.Cl.CC1CCCO1, predict the reaction product. The product is: [N+:18]([C:15]1[CH:16]=[CH:17][C:12]([C:11]([O:10][C@H:8]2[CH2:7][C@@H:6]([C:22]([O:24][CH3:33])=[O:23])[C@H:5]([C:3](=[O:4])[N:26]([CH2:27][CH2:28][CH2:29][CH2:30][CH:31]=[CH2:32])[CH3:25])[CH2:9]2)=[O:21])=[CH:13][CH:14]=1)([O-:20])=[O:19].